This data is from Catalyst prediction with 721,799 reactions and 888 catalyst types from USPTO. The task is: Predict which catalyst facilitates the given reaction. (1) The catalyst class is: 3. Reactant: [CH3:1][N:2]1[C:14]2[CH2:13][CH2:12][CH:11]([CH:15]3[CH2:20][CH2:19][O:18][CH2:17][CH2:16]3)[CH2:10][C:9]=2[C:8]2[C:3]1=[CH:4][CH:5]=[C:6]([C:21](O)=[O:22])[CH:7]=2.CN(C(ON1N=NC2C=CC=NC1=2)=[N+](C)C)C.F[P-](F)(F)(F)(F)F.[Cl-].[CH:49]1([NH:52][C:53]([CH:55]2[CH2:59][CH2:58][NH2+:57][CH2:56]2)=[O:54])[CH2:51][CH2:50]1.C(N(CC)C(C)C)(C)C. Product: [CH:49]1([NH:52][C:53]([CH:55]2[CH2:59][CH2:58][N:57]([C:21]([C:6]3[CH:7]=[C:8]4[C:3](=[CH:4][CH:5]=3)[N:2]([CH3:1])[C:14]3[CH2:13][CH2:12][CH:11]([CH:15]5[CH2:16][CH2:17][O:18][CH2:19][CH2:20]5)[CH2:10][C:9]4=3)=[O:22])[CH2:56]2)=[O:54])[CH2:51][CH2:50]1. (2) Reactant: [C:1]([O:5][C:6]([N:8]1[CH2:13][CH2:12][C@H:11]([C:14]2[N:15]([CH2:27][CH2:28]O)[CH:16]=[C:17]([C:19]3[CH:24]=[CH:23][C:22]([F:25])=[C:21]([CH3:26])[CH:20]=3)[N:18]=2)[C@H:10]([F:30])[CH2:9]1)=[O:7])([CH3:4])([CH3:3])[CH3:2].C([N:33]([CH:37]([CH3:39])C)[CH:34](C)C)C.CS(Cl)(=O)=O.C(OC(N1CC[C@H](C2N(CCOS(C)(=O)=O)C=C(C3C=CC(F)=C(C)C=3)N=2)[C@H](F)C1)=O)(C)(C)C.N1CCC1. Product: [C:1]([O:5][C:6]([N:8]1[CH2:13][CH2:12][C@H:11]([C:14]2[N:15]([CH2:27][CH2:28][N:33]3[CH2:34][CH2:39][CH2:37]3)[CH:16]=[C:17]([C:19]3[CH:24]=[CH:23][C:22]([F:25])=[C:21]([CH3:26])[CH:20]=3)[N:18]=2)[C@H:10]([F:30])[CH2:9]1)=[O:7])([CH3:3])([CH3:2])[CH3:4]. The catalyst class is: 56. (3) Reactant: [Cl:1][C:2]1[CH:7]=[C:6]([CH2:8][OH:9])[CH:5]=[C:4]([Cl:10])[C:3]=1[OH:11].[CH3:12][Mg+].[Br-].[NH4+].[Cl-].O. Product: [Cl:1][C:2]1[CH:7]=[C:6]([CH:8]([OH:9])[CH3:12])[CH:5]=[C:4]([Cl:10])[C:3]=1[OH:11]. The catalyst class is: 28.